Dataset: Catalyst prediction with 721,799 reactions and 888 catalyst types from USPTO. Task: Predict which catalyst facilitates the given reaction. (1) Reactant: [S:1]=[C:2]1[NH:7][C:6]2[CH:8]=[CH:9][NH:10][C:5]=2[C:4](=[O:11])[N:3]1[C:12]1[CH:17]=[CH:16][C:15]([CH2:18][O:19][CH2:20][C:21]([F:24])([F:23])[F:22])=[CH:14][CH:13]=1.CC1C=CC(S(O[CH2:36][CH2:37][CH2:38][S:39]([CH3:42])(=[O:41])=[O:40])(=O)=O)=CC=1.[I-].[Na+].C(=O)([O-])O.[Na+]. Product: [CH3:42][S:39]([CH2:38][CH2:37][CH2:36][S:1][C:2]1[N:3]([C:12]2[CH:13]=[CH:14][C:15]([CH2:18][O:19][CH2:20][C:21]([F:24])([F:23])[F:22])=[CH:16][CH:17]=2)[C:4](=[O:11])[C:5]2[NH:10][CH:9]=[CH:8][C:6]=2[N:7]=1)(=[O:41])=[O:40]. The catalyst class is: 9. (2) Reactant: FC(F)(F)C(O)=O.[N:8]1([CH:13]([CH2:31][CH2:32][CH3:33])[C:14]([C:16]2[CH:30]=[CH:29][C:19]([O:20][CH2:21][C:22]([O:24]C(C)(C)C)=[O:23])=[CH:18][CH:17]=2)=[O:15])[CH2:12][CH2:11][CH2:10][CH2:9]1. Product: [N:8]1([CH:13]([CH2:31][CH2:32][CH3:33])[C:14]([C:16]2[CH:30]=[CH:29][C:19]([O:20][CH2:21][C:22]([OH:24])=[O:23])=[CH:18][CH:17]=2)=[O:15])[CH2:12][CH2:11][CH2:10][CH2:9]1. The catalyst class is: 4. (3) Reactant: [CH:1]1([N:7]2[CH2:11][CH2:10][CH:9]([CH2:12][C:13]3[C:18]([Cl:19])=[CH:17][C:16]([C:20]4[CH:25]=[CH:24][C:23]([C:26]([N:28]5[CH2:33][CH:32]6[CH2:34][CH:29]5[CH2:30][NH:31]6)=[O:27])=[CH:22][CH:21]=4)=[CH:15][C:14]=3[Cl:35])[C:8]2=[O:36])[CH2:6][CH2:5][CH2:4][CH2:3][CH2:2]1.[CH3:37][C:38]([CH3:40])=O.C([BH3-])#N.[Na+].C(O)(=O)C. Product: [CH:1]1([N:7]2[CH2:11][CH2:10][CH:9]([CH2:12][C:13]3[C:18]([Cl:19])=[CH:17][C:16]([C:20]4[CH:25]=[CH:24][C:23]([C:26]([N:28]5[CH2:33][C@@H:32]6[CH2:34][C@H:29]5[CH2:30][N:31]6[CH:38]([CH3:40])[CH3:37])=[O:27])=[CH:22][CH:21]=4)=[CH:15][C:14]=3[Cl:35])[C:8]2=[O:36])[CH2:2][CH2:3][CH2:4][CH2:5][CH2:6]1. The catalyst class is: 125. (4) The catalyst class is: 1. Reactant: C[O:2][C:3]([C:5]1[CH:10]=[CH:9][C:8]([C:11]2[C:24]3[C:19](=[CH:20][C:21]([O:27][CH2:28][CH3:29])=[C:22]([O:25][CH3:26])[CH:23]=3)[C@@H:18]3[C@@H:13]([CH2:14][CH2:15][C@@H:16]([OH:30])[CH2:17]3)[N:12]=2)=[CH:7][N:6]=1)=N.O.P(=O)(O)(O)[OH:33].P([O-])([O-])(O)=O.[Na+].[Na+]. Product: [CH2:28]([O:27][C:21]1[CH:20]=[C:19]2[C:24]([C:11]([C:8]3[CH:9]=[CH:10][C:5]([C:3]([OH:2])=[O:33])=[N:6][CH:7]=3)=[N:12][C@H:13]3[C@@H:18]2[CH2:17][C@H:16]([OH:30])[CH2:15][CH2:14]3)=[CH:23][C:22]=1[O:25][CH3:26])[CH3:29]. (5) Reactant: [Si:1]([O:8][CH2:9][C:10]1([C:33](=O)[NH2:34])[CH2:14][N:13]([C:15]2[CH:16]=[N:17][N:18]3[CH2:23][C@H:22]([CH3:24])[N:21]([C:25]([O:27][C:28]([CH3:31])([CH3:30])[CH3:29])=[O:26])[CH2:20][C:19]=23)[C:12](=[O:32])[CH2:11]1)([C:4]([CH3:7])([CH3:6])[CH3:5])([CH3:3])[CH3:2].N1C=CC=CC=1.FC(F)(F)C(OC(=O)C(F)(F)F)=O. Product: [Si:1]([O:8][CH2:9][C:10]1([C:33]#[N:34])[CH2:14][N:13]([C:15]2[CH:16]=[N:17][N:18]3[CH2:23][C@H:22]([CH3:24])[N:21]([C:25]([O:27][C:28]([CH3:31])([CH3:30])[CH3:29])=[O:26])[CH2:20][C:19]=23)[C:12](=[O:32])[CH2:11]1)([C:4]([CH3:6])([CH3:7])[CH3:5])([CH3:2])[CH3:3]. The catalyst class is: 1. (6) Reactant: [F:1][C:2]1[CH:3]=[C:4](B(O)O)[CH:5]=[C:6]([F:10])[C:7]=1[CH:8]=[O:9].Cl[C:15]1[CH:20]=[C:19]([CH3:21])[N:18]=[C:17]([NH2:22])[N:16]=1.C([O-])(O)=O.[Na+]. Product: [NH2:22][C:17]1[N:16]=[C:15]([C:4]2[CH:3]=[C:2]([F:1])[C:7]([CH:8]=[O:9])=[C:6]([F:10])[CH:5]=2)[CH:20]=[C:19]([CH3:21])[N:18]=1. The catalyst class is: 203. (7) Reactant: Cl.[NH2:2][CH2:3][C:4](=O)[CH2:5][CH2:6][C:7]([OH:9])=[O:8].[C:11]1([S:17]([CH2:20][C:21](=O)[CH3:22])(=[O:19])=[O:18])[CH:16]=[CH:15][CH:14]=[CH:13][CH:12]=1.C([O-])(=O)C.[Na+].[OH-].[K+]. Product: [C:11]1([S:17]([C:20]2[C:4]([CH2:5][CH2:6][C:7]([OH:9])=[O:8])=[CH:3][NH:2][C:21]=2[CH3:22])(=[O:19])=[O:18])[CH:16]=[CH:15][CH:14]=[CH:13][CH:12]=1. The catalyst class is: 6. (8) Reactant: [NH2:1][C:2]1[S:3][C:4]([S:11][C:12]#[N:13])=[C:5]([C:7]([F:10])([F:9])[F:8])[N:6]=1.[F:14][C:15]([F:26])([F:25])[C:16]1[CH:17]=[C:18]([CH:22]=[CH:23][CH:24]=1)[C:19](Cl)=[O:20].Cl. The catalyst class is: 17. Product: [S:11]([C:4]1[S:3][C:2]([NH:1][C:19](=[O:20])[C:18]2[CH:22]=[CH:23][CH:24]=[C:16]([C:15]([F:14])([F:25])[F:26])[CH:17]=2)=[N:6][C:5]=1[C:7]([F:10])([F:8])[F:9])[C:12]#[N:13]. (9) Reactant: [CH2:1]([O:3][CH2:4][CH2:5][S:6][C:7]1[CH:12]=[C:11]([CH3:13])[C:10]([C:14]2[CH:19]=[CH:18][CH:17]=[C:16]([CH2:20]O)[CH:15]=2)=[C:9]([CH3:22])[CH:8]=1)[CH3:2].[F:23][C:24]1[CH:29]=[C:28]([NH:30][S:31]([C:34]2[CH:39]=[CH:38][CH:37]=[CH:36][C:35]=2[N+:40]([O-:42])=[O:41])(=[O:33])=[O:32])[CH:27]=[CH:26][C:25]=1[CH2:43][CH2:44][C:45]([O:47][C:48]([CH3:51])([CH3:50])[CH3:49])=[O:46].C(P(CCCC)CCCC)CCC.N(C(N1CCCCC1)=O)=NC(N1CCCCC1)=O. Product: [CH2:1]([O:3][CH2:4][CH2:5][S:6][C:7]1[CH:12]=[C:11]([CH3:13])[C:10]([C:14]2[CH:19]=[CH:18][CH:17]=[C:16]([CH2:20][N:30]([S:31]([C:34]3[CH:39]=[CH:38][CH:37]=[CH:36][C:35]=3[N+:40]([O-:42])=[O:41])(=[O:32])=[O:33])[C:28]3[CH:27]=[CH:26][C:25]([CH2:43][CH2:44][C:45]([O:47][C:48]([CH3:51])([CH3:49])[CH3:50])=[O:46])=[C:24]([F:23])[CH:29]=3)[CH:15]=2)=[C:9]([CH3:22])[CH:8]=1)[CH3:2]. The catalyst class is: 7.